Dataset: Full USPTO retrosynthesis dataset with 1.9M reactions from patents (1976-2016). Task: Predict the reactants needed to synthesize the given product. Given the product [F:16][C:2]([F:1])([C:8]1[CH:13]=[CH:12][CH:11]=[C:10]([F:14])[C:9]=1[CH3:15])[C:3]([OH:5])=[O:4], predict the reactants needed to synthesize it. The reactants are: [F:1][C:2]([F:16])([C:8]1[CH:13]=[CH:12][CH:11]=[C:10]([F:14])[C:9]=1[CH3:15])[C:3]([O:5]CC)=[O:4].O.[OH-].[Li+].